The task is: Predict the product of the given reaction.. This data is from Forward reaction prediction with 1.9M reactions from USPTO patents (1976-2016). (1) Given the reactants [Cl:1][C:2]1[C:3]2[CH2:17][CH2:16][NH:15][CH2:14][CH2:13][C:4]=2[CH:5]=[C:6]2[C:11]=1[NH:10][C:9](=[O:12])[CH2:8][CH2:7]2.C(N(CC)CC)C.[C:25](O[C:25]([O:27][C:28]([CH3:31])([CH3:30])[CH3:29])=[O:26])([O:27][C:28]([CH3:31])([CH3:30])[CH3:29])=[O:26], predict the reaction product. The product is: [Cl:1][C:2]1[C:3]2[CH2:17][CH2:16][N:15]([C:25]([O:27][C:28]([CH3:31])([CH3:30])[CH3:29])=[O:26])[CH2:14][CH2:13][C:4]=2[CH:5]=[C:6]2[C:11]=1[NH:10][C:9](=[O:12])[CH2:8][CH2:7]2. (2) Given the reactants [OH:1][C:2]1[CH:3]=[C:4]([CH:7]=[CH:8][CH:9]=1)[CH:5]=[O:6].CN(C=O)C.C([O-])([O-])=O.[K+].[K+].[CH3:21][CH2:22][O:23][C:24]([CH3:26])=[O:25], predict the reaction product. The product is: [CH:5]([C:4]1[CH:3]=[C:2]([CH:9]=[CH:8][CH:7]=1)[O:1][CH2:26][C:24]([O:23][CH2:22][CH3:21])=[O:25])=[O:6]. (3) The product is: [CH2:33]([C:20]1[N:19]([CH2:18][CH2:17][CH2:16][NH:15][C:12]2[CH:13]=[CH:14][C:9]([S:8][C:5]([CH3:7])([CH3:6])[C:4]([OH:35])=[O:3])=[CH:10][CH:11]=2)[C:24](=[O:25])[C:23]2[N:26]([CH3:32])[N:27]=[C:28]([CH2:29][CH2:30][CH3:31])[C:22]=2[N:21]=1)[CH3:34]. Given the reactants C([O:3][C:4](=[O:35])[C:5]([S:8][C:9]1[CH:14]=[CH:13][C:12]([NH:15][CH2:16][CH2:17][CH2:18][N:19]2[C:24](=[O:25])[C:23]3[N:26]([CH3:32])[N:27]=[C:28]([CH2:29][CH2:30][CH3:31])[C:22]=3[N:21]=[C:20]2[CH2:33][CH3:34])=[CH:11][CH:10]=1)([CH3:7])[CH3:6])C.C(=O)([O-])[O-].[Na+].[Na+], predict the reaction product. (4) Given the reactants [N:1]([C:4]1[CH:9]=[C:8]([C:10]([O:12]C)=[O:11])[CH:7]=[CH:6][C:5]=1[C:14]([O:16]C)=O)=[C:2]=[S:3].[NH2:18][C:19]1[CH:24]=[CH:23][CH:22]=[CH:21][N:20]=1.[OH-].[Na+].Cl, predict the reaction product. The product is: [O:16]=[C:14]1[C:5]2[C:4](=[CH:9][C:8]([C:10]([OH:12])=[O:11])=[CH:7][CH:6]=2)[NH:1][C:2](=[S:3])[N:18]1[C:19]1[CH:24]=[CH:23][CH:22]=[CH:21][N:20]=1. (5) The product is: [C:16]([C:15]1[CH:18]=[CH:19][C:12]([CH:10]2[C:9]3[C:8](=[O:24])[CH2:7][CH2:6][CH2:5][C:4]=3[N:3]([C:25]3[CH:30]=[CH:29][CH:28]=[C:27]([C:31]([F:33])([F:34])[F:32])[CH:26]=3)[C:2](=[O:1])[N:11]2[CH2:42][CH2:43][O:44][C:45](=[O:47])[CH3:46])=[C:13]([S:20]([CH3:23])(=[O:22])=[O:21])[CH:14]=1)#[N:17]. Given the reactants [O:1]=[C:2]1[NH:11][CH:10]([C:12]2[CH:19]=[CH:18][C:15]([C:16]#[N:17])=[CH:14][C:13]=2[S:20]([CH3:23])(=[O:22])=[O:21])[C:9]2[C:8](=[O:24])[CH2:7][CH2:6][CH2:5][C:4]=2[N:3]1[C:25]1[CH:30]=[CH:29][CH:28]=[C:27]([C:31]([F:34])([F:33])[F:32])[CH:26]=1.C(=O)([O-])[O-].[Cs+].[Cs+].Br[CH2:42][CH2:43][O:44][C:45](=[O:47])[CH3:46], predict the reaction product. (6) Given the reactants Br[C:2]1[C:3]([CH3:26])=[N:4][C:5]([N:8]2[CH2:12][CH2:11][C:10]([C:17]3[CH:22]=[C:21]([Cl:23])[C:20]([Cl:24])=[C:19]([Cl:25])[CH:18]=3)([C:13]([F:16])([F:15])[F:14])[CH2:9]2)=[CH:6][CH:7]=1.[Cu](C#N)[C:28]#[N:29].CN1CCCC1=O, predict the reaction product. The product is: [CH3:26][C:3]1[N:4]=[C:5]([N:8]2[CH2:12][CH2:11][C:10]([C:17]3[CH:22]=[C:21]([Cl:23])[C:20]([Cl:24])=[C:19]([Cl:25])[CH:18]=3)([C:13]([F:15])([F:14])[F:16])[CH2:9]2)[CH:6]=[CH:7][C:2]=1[C:28]#[N:29]. (7) Given the reactants [CH:1]1([C:4]2[N:13]=[C:12]([N:14]3[CH2:19][CH2:18][N:17](C4C=CC(F)=CC=4OC)[CH2:16][CH2:15]3)[C:11]3[C:6](=[CH:7][C:8]([O:31][CH3:32])=[C:9]([O:29][CH3:30])[CH:10]=3)[N:5]=2)[CH2:3][CH2:2]1.FC1C=CC(N2CCNCC2)=C(OC)C=1.[Cl:48][C:49]1[CH:54]=[C:53]([O:55][CH3:56])[CH:52]=[CH:51][C:50]=1N1CCNCC1, predict the reaction product. The product is: [Cl:48][C:49]1[CH:54]=[C:53]([O:55][CH3:56])[CH:52]=[CH:51][C:50]=1[N:17]1[CH2:16][CH2:15][N:14]([C:12]2[C:11]3[C:6](=[CH:7][C:8]([O:31][CH3:32])=[C:9]([O:29][CH3:30])[CH:10]=3)[N:5]=[C:4]([CH:1]3[CH2:2][CH2:3]3)[N:13]=2)[CH2:19][CH2:18]1. (8) Given the reactants [CH3:1][C:2]1[N:7]=[C:6]([C:8]2[S:12][C:11]([NH2:13])=[N:10][C:9]=2[C:14]2[CH:19]=[CH:18][CH:17]=[C:16]([CH3:20])[CH:15]=2)[CH:5]=[CH:4][N:3]=1.[C:21]1([N:27]=[C:28]=[O:29])[CH:26]=[CH:25][CH:24]=[CH:23][CH:22]=1.C(=O)([O-])O.[Na+], predict the reaction product. The product is: [CH3:1][C:2]1[N:7]=[C:6]([C:8]2[S:12][C:11]([NH:13][C:28]([NH:27][C:21]3[CH:26]=[CH:25][CH:24]=[CH:23][CH:22]=3)=[O:29])=[N:10][C:9]=2[C:14]2[CH:19]=[CH:18][CH:17]=[C:16]([CH3:20])[CH:15]=2)[CH:5]=[CH:4][N:3]=1. (9) Given the reactants [CH3:1][O:2][CH2:3][CH2:4][N:5]1[CH:10]=[CH:9][C:8]([C:11]([O:13]C)=[O:12])=[CH:7][C:6]1=[O:15].[OH-].[Na+], predict the reaction product. The product is: [CH3:1][O:2][CH2:3][CH2:4][N:5]1[CH:10]=[CH:9][C:8]([C:11]([OH:13])=[O:12])=[CH:7][C:6]1=[O:15].